The task is: Predict the product of the given reaction.. This data is from Forward reaction prediction with 1.9M reactions from USPTO patents (1976-2016). (1) Given the reactants [O:1]=[C:2]1[C:8]2=[N:9][C:10]3[CH:15]=[CH:14][C:13]([C:16]([OH:18])=O)=[CH:12][C:11]=3[N:7]2[CH2:6][CH2:5][CH2:4][NH:3]1.CN(C(ON1N=NC2C=CC=CC1=2)=[N+](C)C)C.[B-](F)(F)(F)F.[C:41]([N:60]1[CH:64]=[C:63]([C:65]2[CH:66]=[C:67]([CH:69]=[CH:70][CH:71]=2)[NH2:68])[N:62]=[CH:61]1)([C:54]1[CH:59]=[CH:58][CH:57]=[CH:56][CH:55]=1)([C:48]1[CH:53]=[CH:52][CH:51]=[CH:50][CH:49]=1)[C:42]1[CH:47]=[CH:46][CH:45]=[CH:44][CH:43]=1.C(N(CC)CC)C, predict the reaction product. The product is: [O:1]=[C:2]1[C:8]2=[N:9][C:10]3[CH:15]=[CH:14][C:13]([C:16]([NH:68][C:67]4[CH:69]=[CH:70][CH:71]=[C:65]([C:63]5[N:62]=[CH:61][N:60]([C:41]([C:54]6[CH:55]=[CH:56][CH:57]=[CH:58][CH:59]=6)([C:48]6[CH:49]=[CH:50][CH:51]=[CH:52][CH:53]=6)[C:42]6[CH:47]=[CH:46][CH:45]=[CH:44][CH:43]=6)[CH:64]=5)[CH:66]=4)=[O:18])=[CH:12][C:11]=3[N:7]2[CH2:6][CH2:5][CH2:4][NH:3]1. (2) Given the reactants [C:18]1(P([C:14]2[CH:19]=[CH:18][CH:17]=[CH:16]C=2)[C:18]2[CH:19]=[CH:14]C=[CH:16][CH:17]=2)[CH:19]=[CH:14]C=[CH:16][CH:17]=1.C1(O)CCCC1.N(C(OC(C)C)=O)=NC(OC(C)C)=O.[Br:40][C:41]1[C:46]([OH:47])=[CH:45][CH:44]=[CH:43][N:42]=1, predict the reaction product. The product is: [Br:40][C:41]1[C:46]([O:47][CH:14]2[CH2:19][CH2:18][CH2:17][CH2:16]2)=[CH:45][CH:44]=[CH:43][N:42]=1. (3) Given the reactants [C:1]([O:5][C:6]([N:8]1[CH2:13][CH2:12][CH:11]([C:14](=O)[NH:15][CH3:16])[CH2:10][CH2:9]1)=[O:7])([CH3:4])([CH3:3])[CH3:2].C1(C)C=CC=CC=1, predict the reaction product. The product is: [C:1]([O:5][C:6]([N:8]1[CH2:13][CH2:12][CH:11]([CH2:14][NH:15][CH3:16])[CH2:10][CH2:9]1)=[O:7])([CH3:4])([CH3:3])[CH3:2]. (4) Given the reactants [CH3:1][O:2][C:3]1[CH:9]=[C:8]([O:10]C)[CH:7]=[CH:6][C:4]=1[NH2:5].[C:12]1(C(O)=O)[C:21]2[C:16](=[CH:17][CH:18]=[CH:19][CH:20]=2)[CH:15]=[CH:14][CH:13]=1, predict the reaction product. The product is: [C:20]1([C:1]2[O:2][C:3]3[CH:9]=[C:8]([OH:10])[CH:7]=[CH:6][C:4]=3[N:5]=2)[C:21]2[C:16](=[CH:15][CH:14]=[CH:13][CH:12]=2)[CH:17]=[CH:18][CH:19]=1.